This data is from Forward reaction prediction with 1.9M reactions from USPTO patents (1976-2016). The task is: Predict the product of the given reaction. (1) The product is: [C:17]([C:14]1[N:12]2[CH2:13][C@:8]([C:6]3[CH:7]=[C:2]([NH:1][C:36]([C:33]4[CH:32]=[CH:31][C:30]([F:29])=[CH:35][N:34]=4)=[O:37])[CH:3]=[CH:4][C:5]=3[F:28])([CH3:27])[N:9]=[C:10]([NH:19][C:20](=[O:26])[O:21][C:22]([CH3:24])([CH3:23])[CH3:25])[C:11]2=[N:16][CH:15]=1)#[N:18]. Given the reactants [NH2:1][C:2]1[CH:3]=[CH:4][C:5]([F:28])=[C:6]([C@:8]2([CH3:27])[CH2:13][N:12]3[C:14]([C:17]#[N:18])=[CH:15][N:16]=[C:11]3[C:10]([NH:19][C:20](=[O:26])[O:21][C:22]([CH3:25])([CH3:24])[CH3:23])=[N:9]2)[CH:7]=1.[F:29][C:30]1[CH:31]=[CH:32][C:33]([C:36](O)=[O:37])=[N:34][CH:35]=1, predict the reaction product. (2) The product is: [NH2:1][C:2]1[C:10]([O:11][CH3:12])=[CH:9][C:5]([C:6]([NH:47][CH2:48][CH2:49][N:50]2[CH2:54][CH2:53][CH2:52][CH2:51]2)=[O:8])=[C:4]([F:13])[CH:3]=1. Given the reactants [NH2:1][C:2]1[C:10]([O:11][CH3:12])=[CH:9][C:5]([C:6]([OH:8])=O)=[C:4]([F:13])[CH:3]=1.CN(C(ON1N=NC2C=CC=NC1=2)=[N+](C)C)C.F[P-](F)(F)(F)(F)F.CCN(C(C)C)C(C)C.[NH2:47][CH2:48][CH2:49][N:50]1[CH2:54][CH2:53][CH2:52][CH2:51]1, predict the reaction product. (3) Given the reactants [CH:1]([C:4]1[CH:9]=[CH:8][C:7]([C:10]2[O:14][C:13]([C:15]3[CH:16]=[C:17]([CH:22]=[CH:23][CH:24]=3)[C:18]([O:20][CH3:21])=[O:19])=[N:12][N:11]=2)=[CH:6][CH:5]=1)([CH3:3])[CH3:2].[C:25]1(C)[CH:30]=CC=[C:27](B(O)O)[CH:26]=1.[F-].[K+].C(P(C(C)(C)C)C(C)(C)C)(C)(C)C, predict the reaction product. The product is: [CH3:27][C:26]1[CH:2]=[C:1]([C:4]2[CH:5]=[CH:6][C:7]([C:10]3[O:14][C:13]([C:15]4[CH:16]=[C:17]([CH:22]=[CH:23][CH:24]=4)[C:18]([O:20][CH3:21])=[O:19])=[N:12][N:11]=3)=[CH:8][CH:9]=2)[CH:3]=[CH:30][CH:25]=1. (4) The product is: [CH2:1]([C:3]1[CH:8]=[C:7]([CH3:9])[CH:6]=[C:5]([CH2:10][CH3:11])[C:4]=1[CH:6]1[C:7](=[O:15])[CH2:8][CH:3]([CH:1]2[CH2:20][CH2:21][O:22][CH2:23][CH2:2]2)[CH2:4][C:5]1=[O:16])[CH3:2]. Given the reactants [CH2:1]([C:3]1[CH:8]=[C:7]([CH3:9])[CH:6]=[C:5]([CH2:10][CH3:11])[C:4]=1B(O)O)[CH3:2].[OH2:15].[OH-:16].[Li+].CO[CH2:20][CH2:21][O:22][CH3:23], predict the reaction product.